This data is from Forward reaction prediction with 1.9M reactions from USPTO patents (1976-2016). The task is: Predict the product of the given reaction. (1) Given the reactants [B-](F)(F)(F)F.[B-](F)(F)(F)F.C1[N+]2(CCl)CC[N+]([F:21])(CC2)C1.[CH3:22][O:23][C:24]1[CH:37]=[CH:36][C:27]([C:28]([CH2:30][C:31]([O:33][CH2:34][CH3:35])=[O:32])=[O:29])=[CH:26][CH:25]=1, predict the reaction product. The product is: [F:21][CH:30]([C:28]([C:27]1[CH:26]=[CH:25][C:24]([O:23][CH3:22])=[CH:37][CH:36]=1)=[O:29])[C:31]([O:33][CH2:34][CH3:35])=[O:32]. (2) Given the reactants [NH2:1][C@H:2]1[C:11]2[CH:10]=[N:9][CH:8]=[C:7]([C:12]3[CH:13]=[C:14]4[C:19](=[CH:20][CH:21]=3)[N:18]([CH3:22])[C:17](=[O:23])[CH2:16][CH2:15]4)[C:6]=2[CH2:5][CH2:4][CH2:3]1.[Cl:24][C:25]1[C:26]([C:31](O)=[O:32])=[N:27][CH:28]=[CH:29][CH:30]=1, predict the reaction product. The product is: [CH3:22][N:18]1[C:19]2[C:14](=[CH:13][C:12]([C:7]3[C:6]4[CH2:5][CH2:4][CH2:3][C@@H:2]([NH:1][C:31]([C:26]5[C:25]([Cl:24])=[CH:30][CH:29]=[CH:28][N:27]=5)=[O:32])[C:11]=4[CH:10]=[N:9][CH:8]=3)=[CH:21][CH:20]=2)[CH2:15][CH2:16][C:17]1=[O:23]. (3) Given the reactants [C:1]([O:20][CH2:21][CH:22]([CH2:24]O)O)(=[O:19])[CH2:2][CH2:3][CH2:4][CH2:5][CH2:6][CH2:7][CH2:8][CH2:9][CH2:10][CH2:11][CH2:12][CH2:13][CH2:14][CH2:15][CH2:16]CC.[CH2:26](O)[CH2:27][CH2:28][CH2:29][CH2:30][CH2:26][CH2:27][CH2:28][CH2:29][CH2:30][CH2:26][CH2:27][CH2:28][CH2:29][CH2:30]C.[C:26](O)(=O)[CH2:27][CH2:28][CH2:29][CH2:30][CH2:26][CH2:27][CH2:28][CH2:29][CH2:30][CH2:26][CH2:27][CH2:28][CH2:29][CH2:30]CCC, predict the reaction product. The product is: [C:1]([O:20][CH:21]([CH2:22][CH3:24])[CH2:26][CH2:27][CH2:28][CH2:29][CH3:30])(=[O:19])[CH2:2][CH2:3][CH2:4][CH2:5][CH2:6][CH2:7][CH2:8][CH2:9][CH2:10][CH2:11][CH2:12][CH2:13][CH2:14][CH2:15][CH3:16]. (4) Given the reactants C(OC(=O)[NH:7][C@@H:8]([C@H:18]1[CH2:23][CH2:22][C@H:21]([NH:24][C:25](=[O:39])[CH2:26][N:27]([C:29]([O:31][CH2:32][C:33]2[CH:38]=[CH:37][CH:36]=[CH:35][CH:34]=2)=[O:30])[CH3:28])[CH2:20][CH2:19]1)[C:9]([N:11]1[CH2:15][CH2:14][C:13]([F:17])([F:16])[CH2:12]1)=[O:10])(C)(C)C.[ClH:41], predict the reaction product. The product is: [ClH:41].[CH2:32]([O:31][C:29](=[O:30])[N:27]([CH2:26][C:25](=[O:39])[NH:24][C@H:21]1[CH2:22][CH2:23][C@H:18]([C@H:8]([NH2:7])[C:9]([N:11]2[CH2:15][CH2:14][C:13]([F:17])([F:16])[CH2:12]2)=[O:10])[CH2:19][CH2:20]1)[CH3:28])[C:33]1[CH:34]=[CH:35][CH:36]=[CH:37][CH:38]=1. (5) Given the reactants [CH3:1][O:2][C:3](=[O:27])[C:4]([N:6]([C:13]1[C:18]([C:19](=[O:25])[CH2:20][CH2:21][CH:22]2[CH2:24][CH2:23]2)=[CH:17][CH:16]=[C:15]([CH3:26])[N:14]=1)[C:7]1[CH:12]=[CH:11][CH:10]=[CH:9][CH:8]=1)=O.CO.C([O-])([O-])=O.[K+].[K+], predict the reaction product. The product is: [CH3:1][O:2][C:3]([C:4]1[N:6]([C:7]2[CH:8]=[CH:9][CH:10]=[CH:11][CH:12]=2)[C:13]2[C:18]([C:19](=[O:25])[C:20]=1[CH2:21][CH:22]1[CH2:23][CH2:24]1)=[CH:17][CH:16]=[C:15]([CH3:26])[N:14]=2)=[O:27]. (6) Given the reactants C([O:3][C:4](=[O:20])[C@@H:5]([O:18][CH3:19])[CH2:6][C:7]1[CH:12]=[CH:11][C:10]([O:13][CH2:14][C:15]([OH:17])=O)=[CH:9][CH:8]=1)C.[CH3:21][O:22][C:23]1[CH:32]=[CH:31][C:26]([O:27][CH2:28][CH2:29][NH2:30])=[CH:25][CH:24]=1.C(O[C@@H](CC1C=CC(O[C@@H](C(=O)NCCC2C=CC(OC3C=CC=CC=3)=CC=2)C)=CC=1)C(O)=O)C, predict the reaction product. The product is: [CH3:19][O:18][C@@H:5]([CH2:6][C:7]1[CH:8]=[CH:9][C:10]([O:13][CH2:14][C:15](=[O:17])[NH:30][CH2:29][CH2:28][O:27][C:26]2[CH:31]=[CH:32][C:23]([O:22][CH3:21])=[CH:24][CH:25]=2)=[CH:11][CH:12]=1)[C:4]([OH:3])=[O:20].